The task is: Predict which catalyst facilitates the given reaction.. This data is from Catalyst prediction with 721,799 reactions and 888 catalyst types from USPTO. (1) Reactant: [O:1]1[C:5]2([CH2:10][CH2:9][CH2:8][CH2:7][CH2:6]2)[O:4][CH2:3][C@@H:2]1[CH:11]=[N:12][OH:13].[Cl:14]N1C(=O)CCC1=O.O. The catalyst class is: 3. Product: [OH:13][N:12]=[C:11]([Cl:14])[C@H:2]1[CH2:3][O:4][C:5]2([CH2:10][CH2:9][CH2:8][CH2:7][CH2:6]2)[O:1]1. (2) Product: [C:1]([O:5][C:6]([N:8]1[C@@H:12]([CH2:13][C:14]2[CH:19]=[C:18]([CH:34]=[O:35])[C:17]([O:20][CH3:21])=[CH:16][C:15]=2[I:22])[C:11](=[O:23])[N:10]([CH3:24])[C@@H:9]1[C:25]([CH3:28])([CH3:27])[CH3:26])=[O:7])([CH3:3])([CH3:2])[CH3:4]. Reactant: [C:1]([O:5][C:6]([N:8]1[C@@H:12]([CH2:13][C:14]2[CH:19]=[CH:18][C:17]([O:20][CH3:21])=[CH:16][C:15]=2[I:22])[C:11](=[O:23])[N:10]([CH3:24])[C@@H:9]1[C:25]([CH3:28])([CH3:27])[CH3:26])=[O:7])([CH3:4])([CH3:3])[CH3:2].Cl[Sn](Cl)(Cl)Cl.[CH3:34][O:35]C(Cl)Cl. The catalyst class is: 4. (3) Reactant: [F:1][C:2]([F:29])([F:28])[C:3]1[CH:4]=[C:5]([NH:13][C:14]([N:16]2[CH2:21][CH2:20][N:19]([C:22]3[C:26](Cl)=[N:25][S:24][N:23]=3)[CH2:18][CH2:17]2)=[O:15])[CH:6]=[C:7]([C:9]([F:12])([F:11])[F:10])[CH:8]=1.CC(C)([O-])C.[K+].C(O)(C)(C)C.[F:41][C:42]1[CH:47]=[C:46]([CH2:48][OH:49])[CH:45]=[CH:44][N:43]=1. Product: [F:1][C:2]([F:29])([F:28])[C:3]1[CH:4]=[C:5]([NH:13][C:14]([N:16]2[CH2:21][CH2:20][N:19]([C:22]3[C:26]([O:49][CH2:48][C:46]4[CH:45]=[CH:44][N:43]=[C:42]([F:41])[CH:47]=4)=[N:25][S:24][N:23]=3)[CH2:18][CH2:17]2)=[O:15])[CH:6]=[C:7]([C:9]([F:12])([F:11])[F:10])[CH:8]=1. The catalyst class is: 5. (4) Reactant: [CH3:1][O:2][C:3](=[O:24])[CH:4]([NH:11][C:12](=[O:23])[C@@H:13]([NH:15]C(OC(C)(C)C)=O)[CH3:14])[C:5]1[CH:10]=[CH:9][CH:8]=[CH:7][N:6]=1.Cl. Product: [CH3:1][O:2][C:3](=[O:24])[CH:4]([NH:11][C:12](=[O:23])[C@@H:13]([NH2:15])[CH3:14])[C:5]1[CH:10]=[CH:9][CH:8]=[CH:7][N:6]=1. The catalyst class is: 12. (5) Reactant: [CH:1]([C:4]1[O:8][N:7]=[C:6]([C@H:9]2[CH2:14][CH2:13][C@H:12]([C:15]([OH:17])=O)[CH2:11][CH2:10]2)[N:5]=1)([CH3:3])[CH3:2].[NH2:18][CH2:19][CH2:20][NH:21][C:22](=[O:28])[O:23][C:24]([CH3:27])([CH3:26])[CH3:25].CCN=C=NCCCN(C)C.Cl.C1C=CC2N(O)N=NC=2C=1.O.C(N(CC)CC)C. Product: [CH:1]([C:4]1[O:8][N:7]=[C:6]([C@H:9]2[CH2:10][CH2:11][C@H:12]([C:15]([NH:18][CH2:19][CH2:20][NH:21][C:22](=[O:28])[O:23][C:24]([CH3:26])([CH3:25])[CH3:27])=[O:17])[CH2:13][CH2:14]2)[N:5]=1)([CH3:2])[CH3:3]. The catalyst class is: 210. (6) Reactant: [Al+3].[Cl-].[Cl-].[Cl-].[Cl:5][CH2:6][C:7](Cl)=[O:8].[F:10][C:11]([F:25])([F:24])[C:12]([NH:14][C@H:15]1[C:23]2[C:18](=[CH:19][CH:20]=[CH:21][CH:22]=2)[CH2:17][CH2:16]1)=[O:13]. Product: [Cl:5][CH2:6][C:7]([C:21]1[CH:22]=[C:23]2[C:18]([CH2:17][CH2:16][C@H:15]2[NH:14][C:12](=[O:13])[C:11]([F:24])([F:10])[F:25])=[CH:19][CH:20]=1)=[O:8]. The catalyst class is: 26.